The task is: Predict the reactants needed to synthesize the given product.. This data is from Full USPTO retrosynthesis dataset with 1.9M reactions from patents (1976-2016). (1) Given the product [CH2:19]([O:18][C:12]1[CH:11]=[C:7]([CH:6]=[C:5]([O:4][CH2:1][C:2]#[CH:3])[C:13]=1[O:14][CH2:15][C:16]#[CH:17])[C:8]([O:10][N:23]1[C:27](=[O:28])[CH2:26][CH2:25][C:24]1=[O:29])=[O:9])[C:20]#[CH:21], predict the reactants needed to synthesize it. The reactants are: [CH2:1]([O:4][C:5]1[CH:6]=[C:7]([CH:11]=[C:12]([O:18][CH2:19][C:20]#[CH:21])[C:13]=1[O:14][CH2:15][C:16]#[CH:17])[C:8]([OH:10])=[O:9])[C:2]#[CH:3].O[N:23]1[C:27](=[O:28])[CH2:26][CH2:25][C:24]1=[O:29].CC(C)N=C=NC(C)C.CN(C=O)C. (2) Given the product [CH2:1]([O:8][C@H:9]1[C@@H:15]([O:16][CH2:17][C:18]2[CH:23]=[CH:22][CH:21]=[CH:20][CH:19]=2)[C@H:14]([O:24][CH2:25][C:26]2[CH:27]=[CH:28][CH:29]=[CH:30][CH:31]=2)[C@@H:13]([CH2:32][O:33][CH2:34][C:35]2[CH:36]=[CH:37][CH:38]=[CH:39][CH:40]=2)[O:12][CH:10]1[O:11][CH2:47][C:46]([OH:53])=[O:45])[C:2]1[CH:3]=[CH:4][CH:5]=[CH:6][CH:7]=1, predict the reactants needed to synthesize it. The reactants are: [CH2:1]([O:8][C@H:9]1[C@@H:15]([O:16][CH2:17][C:18]2[CH:23]=[CH:22][CH:21]=[CH:20][CH:19]=2)[C@H:14]([O:24][CH2:25][C:26]2[CH:31]=[CH:30][CH:29]=[CH:28][CH:27]=2)[C@@H:13]([CH2:32][O:33][CH2:34][C:35]2[CH:40]=[CH:39][CH:38]=[CH:37][CH:36]=2)[O:12][CH:10]1[OH:11])[C:2]1[CH:7]=[CH:6][CH:5]=[CH:4][CH:3]=1.[OH-].[K+].C([O:45][C:46](=[O:53])[CH2:47]CCCCBr)C.COC(C)(C)C. (3) Given the product [C:69]([O:73][C:74]([N:76]1[CH2:81][CH2:80][N:79]([C:64]2[CH:65]=[CH:66][C:60]3[O:59][C:58]([C:56]([O:55][CH2:53][CH3:54])=[O:57])=[CH:62][C:61]=3[C:63]=2[CH3:68])[CH2:78][CH2:77]1)=[O:75])([CH3:72])([CH3:70])[CH3:71], predict the reactants needed to synthesize it. The reactants are: C(=O)([O-])[O-].[Cs+].[Cs+].C1C=CC(P(C2C(C3C(P(C4C=CC=CC=4)C4C=CC=CC=4)=CC=C4C=3C=CC=C4)=C3C(C=CC=C3)=CC=2)C2C=CC=CC=2)=CC=1.[CH2:53]([O:55][C:56]([C:58]1[O:59][C:60]2[CH:66]=[CH:65][C:64](Br)=[C:63]([CH3:68])[C:61]=2[CH:62]=1)=[O:57])[CH3:54].[C:69]([O:73][C:74]([N:76]1[CH2:81][CH2:80][NH:79][CH2:78][CH2:77]1)=[O:75])([CH3:72])([CH3:71])[CH3:70]. (4) Given the product [CH2:10]([O:12][C:13](=[O:26])[C:14]([CH:16]1[CH2:17][CH2:18][N:19]([C:22]2[S:24][C:8]([C:4]3[CH:5]=[CH:6][CH:7]=[C:2]([Br:1])[N:3]=3)=[CH:27][N:23]=2)[CH2:20][CH2:21]1)([CH3:25])[CH3:15])[CH3:11], predict the reactants needed to synthesize it. The reactants are: [Br:1][C:2]1[CH:7]=[CH:6][CH:5]=[C:4]([CH2:8]Cl)[N:3]=1.[CH2:10]([O:12][C:13](=[O:26])[C:14]([CH3:25])([CH:16]1[CH2:21][CH2:20][N:19]([C:22](=[S:24])[NH2:23])[CH2:18][CH2:17]1)[CH3:15])[CH3:11].[CH3:27]OC(OC)N(C)C.C(N(CC)CC)C. (5) The reactants are: NC1C=CC=C(C(N)=O)C=1.[NH:11]1[C:19]2[CH:18]=[CH:17][CH:16]=[C:15]([C:20]([NH2:22])=[O:21])[C:14]=2[C:13](=O)[C:12]1=[O:24].[CH:25]1[C:30]([NH:31][NH2:32])=[CH:29][CH:28]=[C:27]([S:33]([NH2:36])(=[O:35])=[O:34])[CH:26]=1.Cl. Given the product [O:24]=[C:12]1[C:13](=[N:32][NH:31][C:30]2[CH:29]=[CH:28][C:27]([S:33](=[O:35])(=[O:34])[NH2:36])=[CH:26][CH:25]=2)[C:14]2[C:15]([C:20]([NH2:22])=[O:21])=[CH:16][CH:17]=[CH:18][C:19]=2[NH:11]1, predict the reactants needed to synthesize it. (6) Given the product [CH3:20][O:19][C:12]([C:13]1[C:14](=[O:15])[NH:1][C:2]2[N:3]=[C:4]([N:21]3[CH2:26][CH2:25][CH2:24][CH2:23][CH2:22]3)[N:5]=[CH:6][C:7]=2[CH:8]=1)=[O:18], predict the reactants needed to synthesize it. The reactants are: [NH2:1][C:2]1[C:7]([CH:8]=O)=[CH:6][N:5]=[C:4](OC)[N:3]=1.[C:12]([O:19][CH3:20])(=[O:18])[CH2:13][C:14](OC)=[O:15].[NH:21]1[CH2:26][CH2:25][CH2:24][CH2:23][CH2:22]1.C(O)(=O)C. (7) The reactants are: Br.[CH2:2]([N:9]1[C:21]2[C:20]3[CH:19]=[CH:18][CH:17]=[CH:16][C:15]=3[N:14]=[C:13](Cl)[C:12]=2[N:11]=[C:10]1[NH2:23])[C:3]1[CH:8]=[CH:7][CH:6]=[CH:5][CH:4]=1.[NH3:24]. Given the product [CH2:2]([N:9]1[C:21]2[C:20]3[CH:19]=[CH:18][CH:17]=[CH:16][C:15]=3[N:14]=[C:13]([NH2:24])[C:12]=2[N:11]=[C:10]1[NH2:23])[C:3]1[CH:8]=[CH:7][CH:6]=[CH:5][CH:4]=1, predict the reactants needed to synthesize it.